This data is from Forward reaction prediction with 1.9M reactions from USPTO patents (1976-2016). The task is: Predict the product of the given reaction. (1) Given the reactants [N+:1]([C:4]1[CH:8]=[CH:7][N:6]([CH2:9][CH2:10][CH:11]([CH3:13])[CH3:12])[N:5]=1)([O-])=O.CO.[H][H], predict the reaction product. The product is: [CH2:9]([N:6]1[CH:7]=[CH:8][C:4]([NH2:1])=[N:5]1)[CH2:10][CH:11]([CH3:13])[CH3:12]. (2) The product is: [CH2:1]([NH:3][CH2:4][CH2:5][CH2:6][CH:7]([NH:10][C:11](=[O:17])[O:12][C:13]([CH3:14])([CH3:16])[CH3:15])[CH3:8])[CH3:2]. Given the reactants [CH2:1]([N:3](CC)[CH2:4][CH2:5][CH2:6][CH:7]([NH:10][C:11](=[O:17])[O:12][C:13]([CH3:16])([CH3:15])[CH3:14])[CH2:8]C)[CH3:2].CS(OCCCC(NC(OC(C)(C)C)=O)C)(=O)=O.C(N)C, predict the reaction product. (3) Given the reactants [H-].[Na+].[C:3]([O:11][C:12]([CH3:15])([CH3:14])[CH3:13])(=[O:10])[CH2:4][C:5]([O:7][CH2:8][CH3:9])=[O:6].Cl[C:17]1[C:18]([CH3:26])=[N:19][C:20]([N+:23]([O-:25])=[O:24])=[CH:21][CH:22]=1, predict the reaction product. The product is: [CH3:26][C:18]1[C:17]([CH:4]([C:5]([O:7][CH2:8][CH3:9])=[O:6])[C:3]([O:11][C:12]([CH3:14])([CH3:13])[CH3:15])=[O:10])=[CH:22][CH:21]=[C:20]([N+:23]([O-:25])=[O:24])[N:19]=1. (4) Given the reactants CN(C(ON1N=NC2C=CC=NC1=2)=[N+](C)C)C.F[P-](F)(F)(F)(F)F.[CH2:25]([O:32][N:33]1[C:39](=[O:40])[N:38]2[CH2:41][C@H:34]1[CH2:35][CH2:36][C@H:37]2[C:42]([NH:44][NH2:45])=[O:43])[C:26]1[CH:31]=[CH:30][CH:29]=[CH:28][CH:27]=1.[NH2:46][C:47](=[O:51])[C:48](O)=[O:49].CCN(C(C)C)C(C)C, predict the reaction product. The product is: [CH2:25]([O:32][N:33]1[C:39](=[O:40])[N:38]2[CH2:41][C@H:34]1[CH2:35][CH2:36][C@H:37]2[C:42]([NH:44][NH:45][C:48](=[O:49])[C:47]([NH2:46])=[O:51])=[O:43])[C:26]1[CH:31]=[CH:30][CH:29]=[CH:28][CH:27]=1. (5) The product is: [Br:1][C:2]1[CH:3]=[CH:4][CH:5]=[C:6]2[C:11]=1[CH2:10][N:9]([C:12]([O:14][C:15]([CH3:17])([CH3:16])[CH3:18])=[O:13])[CH2:8][CH:7]2[OH:19]. Given the reactants [Br:1][C:2]1[CH:3]=[CH:4][CH:5]=[C:6]2[C:11]=1[CH2:10][N:9]([C:12]([O:14][C:15]([CH3:18])([CH3:17])[CH3:16])=[O:13])[CH2:8][C:7]2=[O:19].[BH4-].[Na+], predict the reaction product. (6) Given the reactants COC(=O)N[C@@H](C(C)C)C(N1[C@H](C2NC(C3C=CC(C4C=CC5C(=CC=C(C6NC([C@@H]7CCCN7[C:48](=[O:61])[C@H:49]([NH:56][C:57]([O:59][CH3:60])=[O:58])[C:50]7[CH:55]=[CH:54][CH:53]=[CH:52][CH:51]=7)=NC=6)C=5)C=4)=CC=3)=CN=2)CC2(OCCO2)C1)=O.Cl.Cl.Cl.[F:69][C:70]1([F:118])[C:82]2[CH:81]=[C:80]([C:83]3[CH:84]=[CH:85][C:86]4[N:90]=[C:89]([C@@H:91]5[CH2:95][CH2:94][CH2:93][N:92]5[C:96](=[O:106])[C@@H:97]([NH:101][C:102](=[O:105])[O:103][CH3:104])[CH:98]([CH3:100])[CH3:99])[NH:88][C:87]=4[CH:107]=3)[CH:79]=[CH:78][C:77]=2[C:76]2[C:71]1=[CH:72][C:73]([C:108]1[NH:112][C:111]([C@@H:113]3[CH2:117][CH2:116][CH2:115][NH:114]3)=[N:110][CH:109]=1)=[CH:74][CH:75]=2, predict the reaction product. The product is: [CH3:104][O:103][C:102](=[O:105])[NH:101][C@@H:97]([CH:98]([CH3:100])[CH3:99])[C:96]([N:92]1[CH2:93][CH2:94][CH2:95][C@H:91]1[C:89]1[NH:88][C:87]2[CH:107]=[C:83]([C:80]3[CH:79]=[CH:78][C:77]4[C:76]5[C:71](=[CH:72][C:73]([C:108]6[NH:112][C:111]([C@@H:113]7[CH2:117][CH2:116][CH2:115][N:114]7[C:48](=[O:61])[C@H:49]([NH:56][C:57]([O:59][CH3:60])=[O:58])[C:50]7[CH:55]=[CH:54][CH:53]=[CH:52][CH:51]=7)=[N:110][CH:109]=6)=[CH:74][CH:75]=5)[C:70]([F:69])([F:118])[C:82]=4[CH:81]=3)[CH:84]=[CH:85][C:86]=2[N:90]=1)=[O:106].